From a dataset of Catalyst prediction with 721,799 reactions and 888 catalyst types from USPTO. Predict which catalyst facilitates the given reaction. (1) Product: [Br:1][C:2]1[CH:10]=[C:9]2[NH:8][C:7](=[O:18])[C:6]3([CH2:19][S:40][CH2:25]3)[C:5]2=[CH:4][CH:3]=1. Reactant: [Br:1][C:2]1[CH:10]=[C:9]2[C:5]([C:6]([CH2:25]OS(C)(=O)=O)([CH2:19]OS(C)(=O)=O)[C:7](=[O:18])[N:8]2C(OC(C)(C)C)=O)=[CH:4][CH:3]=1.O.O.O.O.O.O.O.O.O.[S-2:40].[Na+].[Na+].[Cl-].[NH4+]. The catalyst class is: 3. (2) Reactant: [CH3:1][O:2][C:3](=[O:34])[C:4]1[CH:9]=[C:8]([O:10][C:11]2[CH:16]=[CH:15][C:14]([NH2:17])=[C:13]([NH:18][CH2:19][CH2:20][CH2:21][CH3:22])[CH:12]=2)[CH:7]=[CH:6][C:5]=1[NH:23][S:24]([C:27]1[CH:32]=[CH:31][C:30]([CH3:33])=[CH:29][CH:28]=1)(=[O:26])=[O:25].[S:35](Cl)([C:38]1[CH:44]=[CH:43][C:41]([CH3:42])=[CH:40][CH:39]=1)(=[O:37])=[O:36].N1C=CC=CC=1. Product: [CH3:1][O:2][C:3](=[O:34])[C:4]1[CH:9]=[C:8]([O:10][C:11]2[CH:16]=[CH:15][C:14]([NH:17][S:35]([C:38]3[CH:44]=[CH:43][C:41]([CH3:42])=[CH:40][CH:39]=3)(=[O:37])=[O:36])=[C:13]([NH:18][CH2:19][CH2:20][CH2:21][CH3:22])[CH:12]=2)[CH:7]=[CH:6][C:5]=1[NH:23][S:24]([C:27]1[CH:28]=[CH:29][C:30]([CH3:33])=[CH:31][CH:32]=1)(=[O:26])=[O:25]. The catalyst class is: 2. (3) Reactant: [C:1]([O:5][C:6](=[O:14])[CH2:7][CH2:8][CH2:9][B-](F)(F)F)([CH3:4])([CH3:3])[CH3:2].CC(OC1C=CC=C(OC(C)C)C=1C1C(P(C2CCCCC2)C2CCCCC2)=CC=CC=1)C.C(=O)([O-])[O-].[K+].[K+].Br[C:55]1[S:59][C:58]([O:60][CH3:61])=[N:57][CH:56]=1. Product: [CH3:61][O:60][C:58]1[S:59][C:55]([CH2:9][CH2:8][CH2:7][C:6]([O:5][C:1]([CH3:4])([CH3:3])[CH3:2])=[O:14])=[CH:56][N:57]=1. The catalyst class is: 318.